Predict which catalyst facilitates the given reaction. From a dataset of Catalyst prediction with 721,799 reactions and 888 catalyst types from USPTO. (1) Reactant: [N:1]([CH:4]1[C:12]2[C:7](=[CH:8][CH:9]=[C:10]([O:13][CH3:14])[CH:11]=2)[CH2:6][CH:5]1[OH:15])=[N+:2]=[N-:3].[H-].[Na+].[CH2:18](Br)[CH:19]=[CH2:20].O. Product: [CH2:20]([O:15][C@@H:5]1[CH2:6][C:7]2[C:12](=[CH:11][C:10]([O:13][CH3:14])=[CH:9][CH:8]=2)[C@H:4]1[N:1]=[N+:2]=[N-:3])[CH:19]=[CH2:18]. The catalyst class is: 3. (2) Reactant: [Cl:1][C:2]1[C:3]([N:8]2[CH2:17][CH2:16][C:15]3[C:14]([NH:18][C:19]4[CH:28]=[C:27]5[C:22]([C:23]([CH3:33])([CH3:32])[CH2:24][N:25](C(=O)C)[CH2:26]5)=[CH:21][CH:20]=4)=[N:13][CH:12]=[N:11][C:10]=3[CH2:9]2)=[N:4][CH:5]=[CH:6][CH:7]=1.Cl.C([O-])([O-])=O.[Na+].[Na+]. Product: [Cl:1][C:2]1[C:3]([N:8]2[CH2:17][CH2:16][C:15]3[C:14]([NH:18][C:19]4[CH:28]=[C:27]5[C:22]([C:23]([CH3:33])([CH3:32])[CH2:24][NH:25][CH2:26]5)=[CH:21][CH:20]=4)=[N:13][CH:12]=[N:11][C:10]=3[CH2:9]2)=[N:4][CH:5]=[CH:6][CH:7]=1. The catalyst class is: 10. (3) Reactant: [CH3:1][C:2]1[CH:8]=[CH:7][CH:6]=[C:5]([CH3:9])[C:3]=1[NH2:4].[C:10]([O:13]C(=O)C)(=O)[CH3:11].[N+:17]([O-])([OH:19])=[O:18]. Product: [CH3:1][C:2]1[CH:8]=[C:7]([N+:17]([O-:19])=[O:18])[CH:6]=[C:5]([CH3:9])[C:3]=1[NH:4][C:10](=[O:13])[CH3:11]. The catalyst class is: 15. (4) Reactant: Cl[C:2]1[CH:11]=[CH:10][N:9]=[C:8]2[C:3]=1[C:4]1[CH:16]=[CH:15][CH:14]=[CH:13][C:5]=1[C:6](=[O:12])[NH:7]2.[NH2:17][C:18]1[CH:32]=[CH:31]C(NC(=O)C2C=CC=CC=2)=[CH:20][CH:19]=1.[CH:33]1(P(C2CCCCC2)C2C=CC=CC=2C2C(C(C)C)=CC(C(C)C)=CC=2C(C)C)CCCCC1.[CH3:67][C:68]([CH3:71])([O-])[CH3:69].[Na+]. Product: [C:68]([C:71]1[CH:31]=[CH:32][C:18]([NH:17][C:2]2[CH:11]=[CH:10][N:9]=[C:8]3[C:3]=2[C:4]2[CH:16]=[CH:15][CH:14]=[CH:13][C:5]=2[C:6](=[O:12])[NH:7]3)=[CH:19][CH:20]=1)([CH3:33])([CH3:69])[CH3:67]. The catalyst class is: 160. (5) Reactant: [CH3:1][C:2]1[CH:7]=[CH:6][N:5]=[C:4]([NH2:8])[CH:3]=1.Br[CH2:10][C:11]([C:13]1[CH:22]=[CH:21][C:16]([C:17]([O:19][CH3:20])=[O:18])=[CH:15][C:14]=1[CH3:23])=O.C(=O)(O)[O-].[Na+]. Product: [CH3:23][C:14]1[CH:15]=[C:16]([CH:21]=[CH:22][C:13]=1[C:11]1[N:8]=[C:4]2[CH:3]=[C:2]([CH3:1])[CH:7]=[CH:6][N:5]2[CH:10]=1)[C:17]([O:19][CH3:20])=[O:18]. The catalyst class is: 8.